Predict the product of the given reaction. From a dataset of Forward reaction prediction with 1.9M reactions from USPTO patents (1976-2016). (1) Given the reactants [C:1]([C@H:5]1[C:23](=[O:24])[N:22]2[CH2:25][C@@H:19]([CH2:20][C@H:21]2[C:26](O)=[O:27])[O:18][C:17]2[N:29]=[CH:30][CH:31]=[CH:32][C:16]=2[CH:15]=[CH:14][CH2:13][CH2:12][CH2:11][CH2:10][CH2:9][O:8][C:7](=[O:33])[NH:6]1)([CH3:4])([CH3:3])[CH3:2].Cl.[NH2:35][C@:36]1([C:41]([NH:43][S:44]([CH:47]2[CH2:49][CH2:48]2)(=[O:46])=[O:45])=[O:42])[CH2:38][C@H:37]1[CH2:39][CH3:40].CCN(C(C)C)C(C)C.CN(C(ON1N=NC2C=CC=NC1=2)=[N+](C)C)C.F[P-](F)(F)(F)(F)F, predict the reaction product. The product is: [C:1]([C@H:5]1[C:23](=[O:24])[N:22]2[CH2:25][C@@H:19]([CH2:20][C@H:21]2[C:26]([NH:35][C@:36]2([C:41]([NH:43][S:44]([CH:47]3[CH2:49][CH2:48]3)(=[O:46])=[O:45])=[O:42])[CH2:38][C@H:37]2[CH2:39][CH3:40])=[O:27])[O:18][C:17]2[N:29]=[CH:30][CH:31]=[CH:32][C:16]=2[CH:15]=[CH:14][CH2:13][CH2:12][CH2:11][CH2:10][CH2:9][O:8][C:7](=[O:33])[NH:6]1)([CH3:3])([CH3:2])[CH3:4]. (2) Given the reactants [C:1]([C:3]1[CH:4]=[C:5]([C:13]2[O:17][N:16]=[C:15]([C:18]3[CH:27]=[CH:26][CH:25]=[C:24]4[C:19]=3[CH2:20][CH2:21][CH2:22][C@@H:23]4[NH:28][CH2:29][C:30]([O:32][CH3:33])=[O:31])[N:14]=2)[CH:6]=[CH:7][C:8]=1[O:9][CH:10]([CH3:12])[CH3:11])#[N:2].[CH3:34][C:35]([O:38][C:39](O[C:39]([O:38][C:35]([CH3:37])([CH3:36])[CH3:34])=[O:40])=[O:40])([CH3:37])[CH3:36], predict the reaction product. The product is: [C:35]([O:38][C:39]([N:28]([C@@H:23]1[C:24]2[C:19](=[C:18]([C:15]3[N:14]=[C:13]([C:5]4[CH:6]=[CH:7][C:8]([O:9][CH:10]([CH3:12])[CH3:11])=[C:3]([C:1]#[N:2])[CH:4]=4)[O:17][N:16]=3)[CH:27]=[CH:26][CH:25]=2)[CH2:20][CH2:21][CH2:22]1)[CH2:29][C:30]([O:32][CH3:33])=[O:31])=[O:40])([CH3:37])([CH3:36])[CH3:34]. (3) Given the reactants [F:1][C:2]1[CH:7]=[C:6]([O:8][CH2:9][C:10]([F:13])([F:12])[F:11])[C:5]([N+:14]([O-:16])=[O:15])=[CH:4][C:3]=1[S:17](Cl)(=[O:19])=[O:18].Cl.CN.[CH2:24]([N:26](CC)CC)C.Cl, predict the reaction product. The product is: [F:1][C:2]1[CH:7]=[C:6]([O:8][CH2:9][C:10]([F:13])([F:12])[F:11])[C:5]([N+:14]([O-:16])=[O:15])=[CH:4][C:3]=1[S:17]([NH:26][CH3:24])(=[O:19])=[O:18]. (4) Given the reactants [C:1](Cl)(=[O:5])[CH2:2][CH2:3][CH3:4].[CH:7]1([CH2:13][C:14]2([N:24]([CH3:26])[CH3:25])[CH2:23][CH2:22][C:17]3([CH2:21][NH:20][CH2:19][CH2:18]3)[CH2:16][CH2:15]2)[CH2:12][CH2:11][CH2:10][CH2:9][CH2:8]1.C(N(CC)CC)C.C(=O)([O-])[O-].[K+].[K+], predict the reaction product. The product is: [CH:7]1([CH2:13][C:14]2([N:24]([CH3:25])[CH3:26])[CH2:23][CH2:22][C:17]3([CH2:18][CH2:19][N:20]([C:1](=[O:5])[CH2:2][CH2:3][CH3:4])[CH2:21]3)[CH2:16][CH2:15]2)[CH2:8][CH2:9][CH2:10][CH2:11][CH2:12]1. (5) Given the reactants [NH2:1][C:2]1[S:3][C:4]([C:8]([O:10][CH2:11][CH3:12])=[O:9])=[C:5]([OH:7])[N:6]=1.[C:13](OC(=O)C)(=[O:15])[CH3:14].C(OCC)C, predict the reaction product. The product is: [C:13]([NH:1][C:2]1[S:3][C:4]([C:8]([O:10][CH2:11][CH3:12])=[O:9])=[C:5]([OH:7])[N:6]=1)(=[O:15])[CH3:14]. (6) Given the reactants [N:1]1([C:5]([C:7]2[CH:8]=[C:9]3[C:14](=[CH:15][CH:16]=2)[CH:13]=[N:12][CH:11]=[C:10]3[C:17]2[CH:22]=[CH:21][C:20]([C:23]3[CH:24]=[N:25][N:26]([CH3:28])[CH:27]=3)=[CH:19][CH:18]=2)=[O:6])[CH2:4][CH2:3][CH2:2]1.C1C=C(Cl)C=C(C(OO)=[O:37])C=1.[OH-].[Na+], predict the reaction product. The product is: [N:1]1([C:5]([C:7]2[CH:8]=[C:9]3[C:14](=[CH:15][CH:16]=2)[CH:13]=[N+:12]([O-:37])[CH:11]=[C:10]3[C:17]2[CH:18]=[CH:19][C:20]([C:23]3[CH:24]=[N:25][N:26]([CH3:28])[CH:27]=3)=[CH:21][CH:22]=2)=[O:6])[CH2:2][CH2:3][CH2:4]1. (7) The product is: [O:7]1[CH2:8][CH2:9][O:10][CH:6]1[CH2:5][CH2:4][N:1]1[CH:18]=[C:17]([C:11]2[CH:16]=[CH:15][CH:14]=[CH:13][CH:12]=2)[N:3]=[N:2]1. Given the reactants [N:1]([CH2:4][CH2:5][CH:6]1[O:10][CH2:9][CH2:8][O:7]1)=[N+:2]=[N-:3].[C:11]1([C:17]#[CH:18])[CH:16]=[CH:15][CH:14]=[CH:13][CH:12]=1, predict the reaction product. (8) Given the reactants [NH2:1][C:2]1[CH:7]=[N:6][C:5]([CH3:8])=[CH:4][N:3]=1.C1(C)C=CC=CC=1.C[Al](C)C.[CH:20]1([CH2:25][C@H:26]([N:31]2[CH:36]=[CH:35][C:34]([C:37]([F:40])([F:39])[F:38])=[CH:33][C:32]2=[O:41])[C:27](OC)=[O:28])[CH2:24][CH2:23][CH2:22][CH2:21]1, predict the reaction product. The product is: [CH:20]1([CH2:25][C@H:26]([N:31]2[CH:36]=[CH:35][C:34]([C:37]([F:38])([F:39])[F:40])=[CH:33][C:32]2=[O:41])[C:27]([NH:1][C:2]2[CH:7]=[N:6][C:5]([CH3:8])=[CH:4][N:3]=2)=[O:28])[CH2:21][CH2:22][CH2:23][CH2:24]1. (9) Given the reactants C1CCCCC1.C([Li])(CC)C.[F:12][C:13]1[CH:14]=[C:15]([CH2:19][CH2:20][C:21]2[CH:30]=[CH:29][C:28]3[C:23](=[CH:24][CH:25]=[CH:26][CH:27]=3)[CH:22]=2)[CH:16]=[CH:17][CH:18]=1.[I:31]I, predict the reaction product. The product is: [F:12][C:13]1[CH:14]=[C:15]([CH2:19][CH2:20][C:21]2[CH:30]=[CH:29][C:28]3[C:23](=[CH:24][CH:25]=[CH:26][CH:27]=3)[CH:22]=2)[CH:16]=[CH:17][C:18]=1[I:31]. (10) Given the reactants [Cl:1][C:2]1[CH:3]=[C:4]2[C:9](=[CH:10][CH:11]=1)[C:8](=[O:12])[N:7]([CH2:13][C:14]1[CH:19]=[CH:18][C:17]([S:20]([CH3:23])(=[O:22])=[O:21])=[CH:16][CH:15]=1)[C:6]([C:24](O)=[O:25])=[C:5]2[C:27]1[CH:32]=[CH:31][CH:30]=[CH:29][CH:28]=1.C(OC(C)C)(C)C, predict the reaction product. The product is: [Cl:1][C:2]1[CH:3]=[C:4]2[C:9](=[CH:10][CH:11]=1)[C:8](=[O:12])[N:7]([CH2:13][C:14]1[CH:15]=[CH:16][C:17]([S:20]([CH3:23])(=[O:21])=[O:22])=[CH:18][CH:19]=1)[C:6]([CH2:24][OH:25])=[C:5]2[C:27]1[CH:28]=[CH:29][CH:30]=[CH:31][CH:32]=1.